This data is from Forward reaction prediction with 1.9M reactions from USPTO patents (1976-2016). The task is: Predict the product of the given reaction. (1) Given the reactants [Cl:1][C:2]1[CH:3]=[CH:4][C:5]([C:8]2[CH:13]=[CH:12][C:11]([OH:14])=[CH:10][CH:9]=2)=[N:6][CH:7]=1.[CH2:15]([O:17][C:18]([C:20]1([CH2:35]I)[CH2:24][CH2:23][N:22]([C:25](=[O:34])[C:26]2[CH:31]=[CH:30][CH:29]=[CH:28][C:27]=2[O:32][CH3:33])[CH2:21]1)=[O:19])[CH3:16], predict the reaction product. The product is: [CH2:15]([O:17][C:18]([C:20]1([CH2:35][O:14][C:11]2[CH:12]=[CH:13][C:8]([C:5]3[CH:4]=[CH:3][C:2]([Cl:1])=[CH:7][N:6]=3)=[CH:9][CH:10]=2)[CH2:24][CH2:23][N:22]([C:25](=[O:34])[C:26]2[CH:31]=[CH:30][CH:29]=[CH:28][C:27]=2[O:32][CH3:33])[CH2:21]1)=[O:19])[CH3:16]. (2) The product is: [CH3:47][C:48]1([CH3:69])[CH:53]([N:70]2[CH2:80][CH2:79][CH:73]([C:74]([O:76][CH2:77][CH3:78])=[O:75])[CH2:72][CH2:71]2)[CH2:52][CH2:51][N:50]([C:62]([O:64][C:65]([CH3:68])([CH3:67])[CH3:66])=[O:63])[CH2:49]1. Given the reactants C1C=CC(P(C2C(C3C(P(C4C=CC=CC=4)C4C=CC=CC=4)=CC=C4C=3C=CC=C4)=C3C(C=CC=C3)=CC=2)C2C=CC=CC=2)=CC=1.[CH3:47][C:48]1([CH3:69])[C:53](OS(C(F)(F)F)(=O)=O)=[CH:52][CH2:51][N:50]([C:62]([O:64][C:65]([CH3:68])([CH3:67])[CH3:66])=[O:63])[CH2:49]1.[NH:70]1[CH2:80][CH2:79][CH:73]([C:74]([O:76][CH2:77][CH3:78])=[O:75])[CH2:72][CH2:71]1.CC(C)([O-])C.[K+], predict the reaction product. (3) The product is: [C:32](=[O:33])([O:31][CH3:30])[O:19][C:16]1[CH:17]=[CH:18][C:13]([C:11]2[CH:10]=[CH:9][C:8](=[O:20])[N:7]([CH2:6][C:5]3[CH:21]=[CH:22][C:2]([Cl:1])=[CH:3][C:4]=3[F:23])[CH:12]=2)=[CH:14][CH:15]=1. Given the reactants [Cl:1][C:2]1[CH:22]=[CH:21][C:5]([CH2:6][N:7]2[CH:12]=[C:11]([C:13]3[CH:18]=[CH:17][C:16]([OH:19])=[CH:15][CH:14]=3)[CH:10]=[CH:9][C:8]2=[O:20])=[C:4]([F:23])[CH:3]=1.C([O-])([O-])=O.[K+].[K+].[CH3:30][O:31][C:32](Cl)=[O:33].O, predict the reaction product. (4) Given the reactants [C:1]([OH:9])(=O)[C:2]1[CH:7]=[CH:6][N:5]=[CH:4][CH:3]=1.CN(C(ON1N=NC2C=CC=NC1=2)=[N+](C)C)C.F[P-](F)(F)(F)(F)F.CN1CCOCC1.[CH3:41][O:42][C:43]1[C:44]2[N:57]=[C:56]([NH2:58])[S:55][C:45]=2[C:46]([N:49]2[CH2:54][CH2:53][O:52][CH2:51][CH2:50]2)=[N:47][CH:48]=1, predict the reaction product. The product is: [CH3:41][O:42][C:43]1[C:44]2[N:57]=[C:56]([NH:58][C:1](=[O:9])[C:2]3[CH:3]=[CH:4][N:5]=[CH:6][CH:7]=3)[S:55][C:45]=2[C:46]([N:49]2[CH2:50][CH2:51][O:52][CH2:53][CH2:54]2)=[N:47][CH:48]=1.